Task: Regression. Given a peptide amino acid sequence and an MHC pseudo amino acid sequence, predict their binding affinity value. This is MHC class I binding data.. Dataset: Peptide-MHC class I binding affinity with 185,985 pairs from IEDB/IMGT (1) The peptide sequence is RAGYSIVEL. The MHC is HLA-A02:02 with pseudo-sequence HLA-A02:02. The binding affinity (normalized) is 0.214. (2) The peptide sequence is DTGEESASS. The MHC is HLA-A02:01 with pseudo-sequence HLA-A02:01. The binding affinity (normalized) is 0. (3) The peptide sequence is SLVSKHWEL. The MHC is HLA-A02:01 with pseudo-sequence HLA-A02:01. The binding affinity (normalized) is 0.907. (4) The peptide sequence is LYNTIATLY. The MHC is HLA-B15:17 with pseudo-sequence HLA-B15:17. The binding affinity (normalized) is 0.0847. (5) The peptide sequence is RPNMSRHHF. The MHC is HLA-B07:02 with pseudo-sequence HLA-B07:02. The binding affinity (normalized) is 0.919. (6) The peptide sequence is DIVRVFNEY. The MHC is HLA-B08:01 with pseudo-sequence HLA-B08:01. The binding affinity (normalized) is 0.0847. (7) The peptide sequence is VTECKLIYY. The MHC is HLA-B18:01 with pseudo-sequence HLA-B18:01. The binding affinity (normalized) is 0.0847. (8) The peptide sequence is SPGIRPRFL. The MHC is HLA-B15:01 with pseudo-sequence HLA-B15:01. The binding affinity (normalized) is 0.301. (9) The peptide sequence is TILDDNLYK. The MHC is HLA-A11:01 with pseudo-sequence HLA-A11:01. The binding affinity (normalized) is 0.751.